Dataset: HIV replication inhibition screening data with 41,000+ compounds from the AIDS Antiviral Screen. Task: Binary Classification. Given a drug SMILES string, predict its activity (active/inactive) in a high-throughput screening assay against a specified biological target. (1) The drug is Cc1ccc2ccc3c(O)cc(C)nc3c2n1. The result is 0 (inactive). (2) The molecule is Nc1nc(-c2ccccc2)nc2nc3c(nc12)-c1cccc2cccc-3c12. The result is 0 (inactive). (3) The molecule is Cl.O=C(NCCCN1CC2CCCC2C1)C(C1CCCCC1)C1CCCCC1. The result is 0 (inactive). (4) The molecule is Cc1nc(-n2nc(-c3ccccc3)cc2-c2ccccc2)sc1C(=O)C=Cc1cccc([N+](=O)[O-])c1. The result is 0 (inactive). (5) The result is 0 (inactive). The molecule is CC(=NN)C(C)=NN=C(C)C(C)=NN=C(C)C(C)=NN=C(C)C(C)=NN. (6) The drug is Cc1ccccc1C1OC1C(=O)c1ccccc1N. The result is 0 (inactive).